This data is from Reaction yield outcomes from USPTO patents with 853,638 reactions. The task is: Predict the reaction yield, written as a fraction of the theoretical maximum amount of product (1.0 means a 100% yield; for example, 0.34 means a 34% yield). (1) The reactants are [CH3:1][O:2][C:3]1[CH:31]=[CH:30][C:6]([CH2:7][O:8][C:9]2[CH:10]=[CH:11][C:12]3[N:16]([CH3:17])[C:15](=[O:18])[N:14]([CH2:19][C@H:20]4[CH2:25][CH2:24][C@H:23]([C:26](O)=[O:27])[CH2:22][CH2:21]4)[C:13]=3[CH:29]=2)=[CH:5][CH:4]=1.CN(C(ON1N=NC2C=CC=NC1=2)=[N+](C)C)C.F[P-](F)(F)(F)(F)F.[N:56]1[CH:61]=[CH:60][C:59]([NH2:62])=[CH:58][CH:57]=1.O. The catalyst is CN(C=O)C. The product is [N:56]1[CH:61]=[CH:60][C:59]([NH:62][C:26]([C@H:23]2[CH2:22][CH2:21][C@H:20]([CH2:19][N:14]3[C:13]4[CH:29]=[C:9]([O:8][CH2:7][C:6]5[CH:30]=[CH:31][C:3]([O:2][CH3:1])=[CH:4][CH:5]=5)[CH:10]=[CH:11][C:12]=4[N:16]([CH3:17])[C:15]3=[O:18])[CH2:25][CH2:24]2)=[O:27])=[CH:58][CH:57]=1. The yield is 0.510. (2) The yield is 0.830. The product is [C:21]([O:24][C:25](=[O:26])[NH:16][C:13]1[CH:14]=[CH:15][C:10]([C:5]2[CH:6]=[CH:7][CH:8]=[CH:9][C:4]=2[O:3][CH2:1][CH3:2])=[C:11]([N+:17]([O-:19])=[O:18])[CH:12]=1)([CH3:23])([CH3:22])[CH3:20]. The reactants are [CH2:1]([O:3][C:4]1[CH:9]=[CH:8][CH:7]=[CH:6][C:5]=1[C:10]1[CH:15]=[CH:14][C:13]([NH2:16])=[CH:12][C:11]=1[N+:17]([O-:19])=[O:18])[CH3:2].[CH3:20][C:21]([O:24][C:25](O[C:25]([O:24][C:21]([CH3:23])([CH3:22])[CH3:20])=[O:26])=[O:26])([CH3:23])[CH3:22]. No catalyst specified. (3) The yield is 0.780. The product is [CH2:13]([N:15]([CH2:19][CH3:20])[CH2:16][CH2:17][NH:18][C:9]([C:5]1[C:4]([CH3:12])=[C:3]([CH:1]=[O:2])[NH:7][C:6]=1[CH3:8])=[O:11])[CH3:14]. The reactants are [CH:1]([C:3]1[NH:7][C:6]([CH3:8])=[C:5]([C:9]([OH:11])=O)[C:4]=1[CH3:12])=[O:2].[CH2:13]([N:15]([CH2:19][CH3:20])[CH2:16][CH2:17][NH2:18])[CH3:14]. No catalyst specified. (4) The reactants are [S:1]1[C:5]2[CH:6]=[CH:7][CH:8]=[CH:9][C:4]=2[N:3]=[C:2]1[C:10]1[C:14]([C:15]([O:17]CC)=[O:16])=[CH:13][N:12]([CH2:20][O:21][CH2:22][CH2:23][Si:24]([CH3:27])([CH3:26])[CH3:25])[N:11]=1.[OH-].[Na+]. The catalyst is O1CCOCC1. The product is [S:1]1[C:5]2[CH:6]=[CH:7][CH:8]=[CH:9][C:4]=2[N:3]=[C:2]1[C:10]1[C:14]([C:15]([OH:17])=[O:16])=[CH:13][N:12]([CH2:20][O:21][CH2:22][CH2:23][Si:24]([CH3:27])([CH3:26])[CH3:25])[N:11]=1. The yield is 0.860. (5) The reactants are [CH3:1][O:2][C:3]1[CH:4]=[N:5][C:6]2[C:11]([CH:12]=1)=[CH:10][CH:9]=[C:8](B1OC(C)(C)C(C)(C)O1)[CH:7]=2.Br[C:23]1[CH:28]=[CH:27][C:26]([S:29]([N:32]2[CH2:48][CH2:47][C:35]3([O:40][CH2:39][C:38](=[O:41])[N:37]([C:42]4([CH2:45][OH:46])[CH2:44][CH2:43]4)[CH2:36]3)[CH2:34][CH2:33]2)(=[O:31])=[O:30])=[CH:25][CH:24]=1.C(=O)([O-])[O-].[K+].[K+]. The catalyst is O1CCOCC1.C1C=CC([P]([Pd]([P](C2C=CC=CC=2)(C2C=CC=CC=2)C2C=CC=CC=2)([P](C2C=CC=CC=2)(C2C=CC=CC=2)C2C=CC=CC=2)[P](C2C=CC=CC=2)(C2C=CC=CC=2)C2C=CC=CC=2)(C2C=CC=CC=2)C2C=CC=CC=2)=CC=1. The product is [OH:46][CH2:45][C:42]1([N:37]2[CH2:36][C:35]3([CH2:34][CH2:33][N:32]([S:29]([C:26]4[CH:27]=[CH:28][C:23]([C:8]5[CH:7]=[C:6]6[C:11]([CH:12]=[C:3]([O:2][CH3:1])[CH:4]=[N:5]6)=[CH:10][CH:9]=5)=[CH:24][CH:25]=4)(=[O:30])=[O:31])[CH2:48][CH2:47]3)[O:40][CH2:39][C:38]2=[O:41])[CH2:43][CH2:44]1. The yield is 0.230.